From a dataset of Forward reaction prediction with 1.9M reactions from USPTO patents (1976-2016). Predict the product of the given reaction. Given the reactants [CH3:1][O:2][C:3]1[CH:16]=[C:15]([O:17][CH3:18])[CH:14]=[CH:13][C:4]=1[CH2:5][NH:6][C:7]1[CH:12]=[CH:11][N:10]=[CH:9][N:8]=1.[F:19][C:20]1[CH:25]=[CH:24][C:23]([S:26](Cl)(=[O:28])=[O:27])=[CH:22][C:21]=1[CH3:30].N12CCN(CC1)CC2, predict the reaction product. The product is: [CH3:1][O:2][C:3]1[CH:16]=[C:15]([O:17][CH3:18])[CH:14]=[CH:13][C:4]=1[CH2:5][N:6]([C:7]1[CH:12]=[CH:11][N:10]=[CH:9][N:8]=1)[S:26]([C:23]1[CH:24]=[CH:25][C:20]([F:19])=[C:21]([CH3:30])[CH:22]=1)(=[O:27])=[O:28].